This data is from Reaction yield outcomes from USPTO patents with 853,638 reactions. The task is: Predict the reaction yield, written as a fraction of the theoretical maximum amount of product (1.0 means a 100% yield; for example, 0.34 means a 34% yield). (1) The reactants are [CH3:1][C:2]1[N:7]=[C:6]([C:8]2[CH:13]=[CH:12][N:11]=[C:10]([C:14]3[CH:15]=[C:16]([NH2:20])[CH:17]=[CH:18][CH:19]=3)[N:9]=2)[CH:5]=[C:4]([C:21]2[CH:26]=[CH:25][C:24]([C:27]([F:30])([F:29])[F:28])=[CH:23][CH:22]=2)[CH:3]=1.[CH3:31][S:32](Cl)(=[O:34])=[O:33]. The catalyst is CCOC(C)=O.C([O-])(O)=O.[Na+]. The product is [CH3:1][C:2]1[N:7]=[C:6]([C:8]2[CH:13]=[CH:12][N:11]=[C:10]([C:14]3[CH:15]=[C:16]([NH:20][S:32]([CH3:31])(=[O:34])=[O:33])[CH:17]=[CH:18][CH:19]=3)[N:9]=2)[CH:5]=[C:4]([C:21]2[CH:26]=[CH:25][C:24]([C:27]([F:30])([F:28])[F:29])=[CH:23][CH:22]=2)[CH:3]=1. The yield is 0.470. (2) The reactants are Cl[C:2]1[C:3]2[N:4]([CH:10]=[CH:11][CH:12]=2)[N:5]=[CH:6][C:7]=1[C:8]#[N:9].[CH2:13]([N:20]1[CH2:25][CH2:24][CH:23]([CH3:26])[CH:22]([NH2:27])[CH2:21]1)[C:14]1[CH:19]=[CH:18][CH:17]=[CH:16][CH:15]=1.C(N(C(C)C)CC)(C)C. The catalyst is CN(C=O)C.CCOC(C)=O. The product is [CH2:13]([N:20]1[CH2:25][CH2:24][CH:23]([CH3:26])[CH:22]([NH:27][C:2]2[C:3]3[N:4]([CH:10]=[CH:11][CH:12]=3)[N:5]=[CH:6][C:7]=2[C:8]#[N:9])[CH2:21]1)[C:14]1[CH:15]=[CH:16][CH:17]=[CH:18][CH:19]=1. The yield is 0.620. (3) The reactants are Br[CH2:2][C:3]1[CH:8]=[CH:7][C:6]([Cl:9])=[CH:5][C:4]=1[O:10][CH3:11].[NH:12]1[CH2:17][CH2:16][O:15][CH2:14][CH2:13]1. The catalyst is C1(C)C=CC=CC=1. The product is [Cl:9][C:6]1[CH:7]=[CH:8][C:3]([CH2:2][N:12]2[CH2:17][CH2:16][O:15][CH2:14][CH2:13]2)=[C:4]([O:10][CH3:11])[CH:5]=1. The yield is 0.930. (4) The reactants are [C:1]([O:5][C:6]([NH:8][CH2:9][C:10]1([C:15](OC)=[O:16])[CH2:14][CH2:13][CH2:12][CH2:11]1)=[O:7])([CH3:4])([CH3:3])[CH3:2].[H-].C([Al+]CC(C)C)C(C)C.CCOCC. The catalyst is C1COCC1.C(Cl)Cl. The product is [OH:16][CH2:15][C:10]1([CH2:9][NH:8][C:6](=[O:7])[O:5][C:1]([CH3:3])([CH3:2])[CH3:4])[CH2:14][CH2:13][CH2:12][CH2:11]1. The yield is 0.770. (5) The reactants are Cl[C:2]1[N:11]=[C:10]([N:12]2[CH2:17][CH2:16][O:15][CH2:14][CH2:13]2)[C:9]2[C:4](=[C:5]([C:18]3[CH:19]=[N:20][C:21]([F:24])=[CH:22][CH:23]=3)[CH:6]=[CH:7][CH:8]=2)[N:3]=1.[CH3:25][N:26]([CH3:54])[C:27](=[O:53])[C:28]1[CH:33]=[CH:32][C:31]([NH:34][C:35]([NH:37][C:38]2[CH:43]=[CH:42][C:41](B3OC(C)(C)C(C)(C)O3)=[CH:40][CH:39]=2)=[O:36])=[CH:30][CH:29]=1.C(=O)([O-])[O-].[Cs+].[Cs+].CN(C=O)C. The catalyst is Cl[Pd](Cl)([P](C1C=CC=CC=1)(C1C=CC=CC=1)C1C=CC=CC=1)[P](C1C=CC=CC=1)(C1C=CC=CC=1)C1C=CC=CC=1.O. The product is [F:24][C:21]1[N:20]=[CH:19][C:18]([C:5]2[CH:6]=[CH:7][CH:8]=[C:9]3[C:4]=2[N:3]=[C:2]([C:41]2[CH:40]=[CH:39][C:38]([NH:37][C:35](=[O:36])[NH:34][C:31]4[CH:30]=[CH:29][C:28]([C:27]([N:26]([CH3:54])[CH3:25])=[O:53])=[CH:33][CH:32]=4)=[CH:43][CH:42]=2)[N:11]=[C:10]3[N:12]2[CH2:17][CH2:16][O:15][CH2:14][CH2:13]2)=[CH:23][CH:22]=1. The yield is 0.0700. (6) The reactants are [Cl:1][C:2]1[CH:7]=[CH:6][C:5]([C@H:8]([NH:11]C(=O)OC(C)(C)C)[CH2:9][CH3:10])=[C:4]([F:19])[C:3]=1[C:20]([C:22]1[CH:23]=[N:24][C:25]([NH:28]CC2C=CC(OC)=CC=2)=[CH:26][CH:27]=1)=[O:21].FC(F)(F)C(O)=O. The catalyst is ClCCl. The product is [NH2:11][C@@H:8]([C:5]1[C:4]([F:19])=[C:3]([C:2]([Cl:1])=[CH:7][CH:6]=1)[C:20]([C:22]1[CH:27]=[CH:26][C:25]([NH2:28])=[N:24][CH:23]=1)=[O:21])[CH2:9][CH3:10]. The yield is 0.840. (7) The reactants are [Br:1][C:2]1[CH:3]=[C:4]2[C:10]([CH3:11])=[N:9][NH:8][C:5]2=[N:6][CH:7]=1.[H-].[Na+].Cl[CH2:15][O:16][CH2:17][CH2:18][Si:19]([CH3:22])([CH3:21])[CH3:20]. The catalyst is CN(C)C=O. The product is [Br:1][C:2]1[CH:3]=[C:4]2[C:10]([CH3:11])=[N:9][N:8]([CH2:15][O:16][CH2:17][CH2:18][Si:19]([CH3:22])([CH3:21])[CH3:20])[C:5]2=[N:6][CH:7]=1. The yield is 0.500. (8) The yield is 0.370. The catalyst is C(O)C. The product is [Cl:12][C:10]1[CH:11]=[C:6]([NH:5][C:4]2[N:3]=[C:1]([NH2:2])[NH:18][N:17]=2)[CH:7]=[C:8]([Cl:14])[C:9]=1[I:13]. The reactants are [C:1](/[N:3]=[C:4](\SC)/[NH:5][C:6]1[CH:11]=[C:10]([Cl:12])[C:9]([I:13])=[C:8]([Cl:14])[CH:7]=1)#[N:2].[NH2:17][NH2:18]. (9) The reactants are [N+:1]([C:4]1[CH:5]=[C:6]2[C:11](=[O:12])[NH:10][C:8](=[O:9])[C:7]2=[CH:13][CH:14]=1)([O-:3])=[O:2].C(O[I:19](C1C=CC=CC=1)OC(=O)C)(=O)C.II. The catalyst is CC#N. The product is [I:19][N:10]1[C:11](=[O:12])[C:6]2=[CH:5][C:4]([N+:1]([O-:3])=[O:2])=[CH:14][CH:13]=[C:7]2[C:8]1=[O:9]. The yield is 1.00. (10) The reactants are [N:1]([CH2:4][CH:5]1[CH2:9][C:8]2[CH:10]=[CH:11][C:12]([F:21])=[C:13]([C:14]3[CH:19]=[CH:18][CH:17]=[CH:16][C:15]=3[Cl:20])[C:7]=2[O:6]1)=[N+]=[N-].C1(P(C2C=CC=CC=2)C2C=CC=CC=2)C=CC=CC=1. The catalyst is O1CCCC1. The product is [F:21][C:12]1[CH:11]=[CH:10][C:8]2[CH2:9][CH:5]([CH2:4][NH2:1])[O:6][C:7]=2[C:13]=1[C:14]1[CH:19]=[CH:18][CH:17]=[CH:16][C:15]=1[Cl:20]. The yield is 0.470.